From a dataset of Full USPTO retrosynthesis dataset with 1.9M reactions from patents (1976-2016). Predict the reactants needed to synthesize the given product. Given the product [O:1]1[CH:5]=[CH:4][CH:3]=[C:2]1[C:6]1[O:10][N:9]=[C:8]([NH2:28])[CH:7]=1, predict the reactants needed to synthesize it. The reactants are: [O:1]1[CH:5]=[CH:4][CH:3]=[C:2]1[C:6]1[O:10][N:9]=[C:8](C(O)=O)[CH:7]=1.C1C=CC(P([N:28]=[N+]=[N-])(C2C=CC=CC=2)=O)=CC=1.O.